Dataset: Reaction yield outcomes from USPTO patents with 853,638 reactions. Task: Predict the reaction yield, written as a fraction of the theoretical maximum amount of product (1.0 means a 100% yield; for example, 0.34 means a 34% yield). (1) The reactants are C([SiH](CC)CC)C.B(F)(F)F.CCOCC.[OH:17][C@H:18]1[CH2:23][CH2:22][C@H:21]2[C@H:24]3[C@H:33]([CH2:34][CH2:35][C@:19]12[CH3:20])[C:32]1[CH:31]=[CH:30][C:29]([O:36][CH3:37])=[CH:28][C:27]=1[C:26](=O)[C@H:25]3[CH2:39][CH:40]=[CH2:41].C(=O)([O-])[O-].[K+].[K+]. The yield is 0.980. The catalyst is ClCCl. The product is [CH3:37][O:36][C:29]1[CH:30]=[CH:31][C:32]2[C@@H:33]3[C@H:24]([C@H:21]4[C@@:19]([CH2:35][CH2:34]3)([CH3:20])[C@@H:18]([OH:17])[CH2:23][CH2:22]4)[C@H:25]([CH2:39][CH:40]=[CH2:41])[CH2:26][C:27]=2[CH:28]=1. (2) The reactants are [BH4-].[Na+].[N:3]1[C:12]2[C:7](=[CH:8][CH:9]=[CH:10][CH:11]=2)[CH:6]=[C:5]([CH:13]=[O:14])[CH:4]=1. The catalyst is CO. The product is [N:3]1[C:12]2[C:7](=[CH:8][CH:9]=[CH:10][CH:11]=2)[CH:6]=[C:5]([CH2:13][OH:14])[CH:4]=1. The yield is 0.860.